From a dataset of Forward reaction prediction with 1.9M reactions from USPTO patents (1976-2016). Predict the product of the given reaction. (1) Given the reactants [C:1]([NH:4][CH2:5][C:6]([OH:8])=O)(=[O:3])[CH3:2].C1N=CN(C(N2C=NC=C2)=O)C=1.[CH3:21][O:22][C:23]1[CH:32]=[C:31]([N+:33]([O-:35])=[O:34])[CH:30]=[CH:29][C:24]=1[C:25]([NH:27][NH2:28])=[O:26], predict the reaction product. The product is: [CH3:21][O:22][C:23]1[CH:32]=[C:31]([N+:33]([O-:35])=[O:34])[CH:30]=[CH:29][C:24]=1[C:25]([NH:27][NH:28][C:6](=[O:8])[CH2:5][NH:4][C:1](=[O:3])[CH3:2])=[O:26]. (2) The product is: [Br:1][C:2]1[N:7]=[C:6]([CH3:8])[N:5]=[C:4]([CH:9]=[N:11][OH:12])[CH:3]=1. Given the reactants [Br:1][C:2]1[N:7]=[C:6]([CH3:8])[N:5]=[C:4]([CH:9]=O)[CH:3]=1.[NH2:11][OH:12].Cl.C([O-])(=O)C.C(O)(=O)C.[Na+], predict the reaction product.